This data is from Full USPTO retrosynthesis dataset with 1.9M reactions from patents (1976-2016). The task is: Predict the reactants needed to synthesize the given product. (1) Given the product [CH2:30]([O:29][C:5]1[N:6]([C:17]2[CH:22]=[CH:21][C:20]([O:23][CH2:24][C:25]([F:27])([F:28])[F:26])=[CH:19][CH:18]=2)[C:7](=[O:16])[C:8]2[CH:14]=[CH:13][NH:12][C:11](=[O:15])[C:9]=2[N:10]=1)[CH3:31], predict the reactants needed to synthesize it. The reactants are: C(S[C:5]1[N:6]([C:17]2[CH:22]=[CH:21][C:20]([O:23][CH2:24][C:25]([F:28])([F:27])[F:26])=[CH:19][CH:18]=2)[C:7](=[O:16])[C:8]2[CH:14]=[CH:13][NH:12][C:11](=[O:15])[C:9]=2[N:10]=1)CC.[O-:29][CH2:30][CH3:31].[Na+]. (2) Given the product [C:1]12([C:11]3[CH:16]=[C:15]([C:17]45[CH2:18][CH:19]6[CH2:25][CH:23]([CH2:22][CH:21]([CH2:20]6)[CH2:26]4)[CH2:24]5)[C:14]([O:27][C:28]4[CH:29]=[CH:30][C:31]([NH2:34])=[CH:32][CH:33]=4)=[CH:13][C:12]=3[O:37][C:38]3[CH:43]=[CH:42][C:41]([NH2:44])=[CH:40][CH:39]=3)[CH2:8][CH:7]3[CH2:9][CH:3]([CH2:4][CH:5]([CH2:6]3)[CH2:10]1)[CH2:2]2, predict the reactants needed to synthesize it. The reactants are: [C:1]12([C:11]3[CH:16]=[C:15]([C:17]45[CH2:26][CH:21]6[CH2:22][CH:23]([CH2:25][CH:19]([CH2:20]6)[CH2:18]4)[CH2:24]5)[C:14]([O:27][C:28]4[CH:33]=[CH:32][C:31]([N+:34]([O-])=O)=[CH:30][CH:29]=4)=[CH:13][C:12]=3[O:37][C:38]3[CH:43]=[CH:42][C:41]([N+:44]([O-])=O)=[CH:40][CH:39]=3)[CH2:10][CH:5]3[CH2:6][CH:7]([CH2:9][CH:3]([CH2:4]3)[CH2:2]1)[CH2:8]2. (3) Given the product [CH3:16][C:15]([S@@:13]([NH:12][C@@H:8]([C:6]1[CH:5]=[CH:4][CH:3]=[C:2]([C:24]2[N:20]([CH3:19])[N:21]=[CH:22][C:23]=2[N+:25]([O-:27])=[O:26])[N:7]=1)[CH2:9][CH:10]=[CH2:11])=[O:14])([CH3:18])[CH3:17], predict the reactants needed to synthesize it. The reactants are: Cl[C:2]1[N:7]=[C:6]([C@H:8]([NH:12][S@:13]([C:15]([CH3:18])([CH3:17])[CH3:16])=[O:14])[CH2:9][CH:10]=[CH2:11])[CH:5]=[CH:4][CH:3]=1.[CH3:19][N:20]1[CH:24]=[C:23]([N+:25]([O-:27])=[O:26])[CH:22]=[N:21]1.C12(P(C34CC5CC(CC(C5)C3)C4)CCCC)CC3CC(CC(C3)C1)C2.C([O-])([O-])=O.[K+].[K+]. (4) Given the product [BrH:1].[Br:14][C:11]1[CH:12]=[C:13]2[C:5]([C:3]3[N:15]=[C:16]([NH2:18])[S:17][CH:2]=3)=[CH:6][NH:7][C:8]2=[N:9][CH:10]=1, predict the reactants needed to synthesize it. The reactants are: [Br:1][CH2:2][C:3]([C:5]1[C:13]2[C:8](=[N:9][CH:10]=[C:11]([Br:14])[CH:12]=2)[NH:7][CH:6]=1)=O.[NH2:15][C:16]([NH2:18])=[S:17].